This data is from Forward reaction prediction with 1.9M reactions from USPTO patents (1976-2016). The task is: Predict the product of the given reaction. (1) Given the reactants COC1C=CC(C[NH:8][C:9]2[S:10][CH:11]=[CH:12][N:13]=2)=CC=1.C[Si]([N-][Si](C)(C)C)(C)C.[Li+].[C:26]([C:28]1[CH:33]=[CH:32][C:31]([N:34]2[CH2:39][CH2:38][O:37][C:36]3[CH:40]=[C:41]([S:45](Cl)(=[O:47])=[O:46])[C:42]([F:44])=[CH:43][C:35]2=3)=[C:30]([O:49][CH3:50])[CH:29]=1)#[N:27], predict the reaction product. The product is: [C:26]([C:28]1[CH:33]=[CH:32][C:31]([N:34]2[CH2:39][CH2:38][O:37][C:36]3[CH:40]=[C:41]([S:45]([NH:8][C:9]4[S:10][CH:11]=[CH:12][N:13]=4)(=[O:47])=[O:46])[C:42]([F:44])=[CH:43][C:35]2=3)=[C:30]([O:49][CH3:50])[CH:29]=1)#[N:27]. (2) The product is: [CH2:9]([N:18]1[CH:15]2[CH2:16][CH2:17][CH:11]1[CH2:12][CH:13]([NH:19][C:20]1[C:21]([CH3:29])=[C:22]3[C:26](=[CH:27][CH:28]=1)[NH:25][N:24]=[CH:23]3)[CH2:14]2)[CH2:8][CH3:7]. Given the reactants C(=O)([O-])[O-].[K+].[K+].[CH3:7][CH2:8][CH2:9]Br.[CH:11]12[NH:18][CH:15]([CH2:16][CH2:17]1)[CH2:14][CH:13]([NH:19][C:20]1[C:21]([CH3:29])=[C:22]3[C:26](=[CH:27][CH:28]=1)[NH:25][N:24]=[CH:23]3)[CH2:12]2, predict the reaction product. (3) Given the reactants [C:1]([CH2:5][OH:6])([F:4])([F:3])[F:2].N1C=CC=CC=1.[CH3:13][S:14](Cl)(=[O:16])=[O:15].Cl.N1C=CC=CC=1, predict the reaction product. The product is: [C:1]([CH2:5][O:6][S:14]([CH3:13])(=[O:16])=[O:15])([F:4])([F:3])[F:2]. (4) Given the reactants Br[C:2]1[CH:7]=[CH:6][CH:5]=[CH:4][N:3]=1.[CH2:8]([O:10][C:11](=[O:16])[C:12](Br)([F:14])[F:13])[CH3:9].C(OC(C)C)(=O)C, predict the reaction product. The product is: [CH2:8]([O:10][C:11](=[O:16])[C:12]([F:14])([F:13])[C:2]1[CH:7]=[CH:6][CH:5]=[CH:4][N:3]=1)[CH3:9]. (5) Given the reactants [CH3:1][C:2]([S:5](/[N:7]=[CH:8]/[C:9]1([CH3:13])[CH2:12][O:11][CH2:10]1)=[O:6])([CH3:4])[CH3:3].[F-].[Cs+].C[Si]([C:20]#[N:21])(C)C, predict the reaction product. The product is: [C:20]([CH:8]([C:9]1([CH3:13])[CH2:12][O:11][CH2:10]1)[NH:7][S:5]([C:2]([CH3:1])([CH3:3])[CH3:4])=[O:6])#[N:21]. (6) Given the reactants [CH:1]1[C:13]2[N:12]([C:14]3[CH:15]=[C:16]([C:20]4[O:24][C:23]([C:25]5[CH:26]=[C:27]([OH:31])[CH:28]=[CH:29][CH:30]=5)=[N:22][N:21]=4)[CH:17]=[CH:18][CH:19]=3)[C:11]3[C:6](=[CH:7][CH:8]=[CH:9][CH:10]=3)[C:5]=2[CH:4]=[CH:3][CH:2]=1.[C:32]([O:37][CH2:38][CH2:39]Br)(=[O:36])[C:33]([CH3:35])=[CH2:34].C([O-])([O-])=O.[K+].[K+].O, predict the reaction product. The product is: [C:32]([O:37][CH2:38][CH2:39][O:31][C:27]1[CH:28]=[CH:29][CH:30]=[C:25]([C:23]2[O:24][C:20]([C:16]3[CH:17]=[CH:18][CH:19]=[C:14]([N:12]4[C:11]5[CH:10]=[CH:9][CH:8]=[CH:7][C:6]=5[C:5]5[C:13]4=[CH:1][CH:2]=[CH:3][CH:4]=5)[CH:15]=3)=[N:21][N:22]=2)[CH:26]=1)(=[O:36])[C:33]([CH3:35])=[CH2:34]. (7) Given the reactants Br[C:2]1[CH:7]=[CH:6][C:5]([C:8]2[NH:9][CH:10]=[CH:11][N:12]=2)=[CH:4][CH:3]=1.[B:13]1([B:13]2[O:17][C:16]([CH3:19])([CH3:18])[C:15]([CH3:21])([CH3:20])[O:14]2)[O:17][C:16]([CH3:19])([CH3:18])[C:15]([CH3:21])([CH3:20])[O:14]1.CC([O-])=O.[K+].CCOC(C)=O, predict the reaction product. The product is: [CH3:20][C:15]1([CH3:21])[C:16]([CH3:19])([CH3:18])[O:17][B:13]([C:2]2[CH:7]=[CH:6][C:5]([C:8]3[NH:9][CH:10]=[CH:11][N:12]=3)=[CH:4][CH:3]=2)[O:14]1. (8) Given the reactants [Cl:1][C:2]1[CH:3]=[C:4]([C@H:9]2[C:18]3[C:13](=[CH:14][CH:15]=[CH:16][CH:17]=3)[C@H:12]([NH:19][CH3:20])[CH2:11][CH2:10]2)[CH:5]=[CH:6][C:7]=1[Cl:8].[C:21]([OH:31])(=[O:30])[C@H:22]([C:24]1[CH:29]=[CH:28][CH:27]=[CH:26][CH:25]=1)[OH:23].CCOC(C)=O, predict the reaction product. The product is: [Cl:1][C:2]1[CH:3]=[C:4]([C@@H:9]2[C:18]3[C:13](=[CH:14][CH:15]=[CH:16][CH:17]=3)[C@@H:12]([NH:19][CH3:20])[CH2:11][CH2:10]2)[CH:5]=[CH:6][C:7]=1[Cl:8].[C:21]([O-:31])(=[O:30])[C@H:22]([C:24]1[CH:29]=[CH:28][CH:27]=[CH:26][CH:25]=1)[OH:23].